Dataset: Reaction yield outcomes from USPTO patents with 853,638 reactions. Task: Predict the reaction yield, written as a fraction of the theoretical maximum amount of product (1.0 means a 100% yield; for example, 0.34 means a 34% yield). (1) The reactants are [Cl:1][C:2]1[CH:3]=[CH:4][C:5]([OH:27])=[C:6]([C:8]2[CH:13]=[CH:12][N:11]=[C:10]([N:14]3[CH2:19][CH2:18][N:17]([C:20]([O:22][C:23]([CH3:26])([CH3:25])[CH3:24])=[O:21])[CH2:16][CH2:15]3)[CH:9]=2)[CH:7]=1.C(=O)([O-])[O-].[K+].[K+].[CH2:34](Br)[C:35]1[CH:40]=[CH:39][CH:38]=[CH:37][CH:36]=1. The catalyst is CN(C)C=O. The product is [CH2:34]([O:27][C:5]1[CH:4]=[CH:3][C:2]([Cl:1])=[CH:7][C:6]=1[C:8]1[CH:13]=[CH:12][N:11]=[C:10]([N:14]2[CH2:15][CH2:16][N:17]([C:20]([O:22][C:23]([CH3:24])([CH3:26])[CH3:25])=[O:21])[CH2:18][CH2:19]2)[CH:9]=1)[C:35]1[CH:40]=[CH:39][CH:38]=[CH:37][CH:36]=1. The yield is 0.960. (2) The reactants are [OH:1][C:2]1[C:3]2[CH:4]=[C:5](/[CH:16]=[CH:17]/[C:18]([OH:20])=O)[CH:6]=[N:7][C:8]=2[NH:9][C:10](=[O:15])[C:11]=1[CH:12]([CH3:14])[CH3:13].[CH2:21]1[C:31]2=[C:32]3[C:27](=[CH:28][CH:29]=[CH:30]2)[C:26]([CH2:33][NH:34][CH3:35])=[CH:25][CH:24]=[C:23]3[CH2:22]1.CCN=C=NCCCN(C)C.C1C=CC2N(O)N=NC=2C=1.CCN(C(C)C)C(C)C.Cl. The product is [CH2:21]1[C:31]2=[C:32]3[C:27](=[CH:28][CH:29]=[CH:30]2)[C:26]([CH2:33][N:34]([CH3:35])[C:18](=[O:20])/[CH:17]=[CH:16]/[C:5]2[CH:6]=[N:7][C:8]4[NH:9][C:10](=[O:15])[C:11]([CH:12]([CH3:13])[CH3:14])=[C:2]([OH:1])[C:3]=4[CH:4]=2)=[CH:25][CH:24]=[C:23]3[CH2:22]1. The catalyst is CN(C=O)C.O. The yield is 0.280. (3) The reactants are [CH2:1]([O:8][C:9]1[CH:18]=[C:17]2[C:12]([C:13](Cl)=[N:14][C:15]([C:19]([C:21]3[CH:26]=[CH:25][C:24]([F:27])=[CH:23][CH:22]=3)=[O:20])=[N:16]2)=[CH:11][CH:10]=1)[C:2]1[CH:7]=[CH:6][CH:5]=[CH:4][CH:3]=1.CCN(C(C)C)C(C)C.[CH3:38][C:39]1[NH:43][N:42]=[C:41]([NH2:44])[CH:40]=1. The catalyst is CN(C=O)C.O. The product is [CH2:1]([O:8][C:9]1[CH:18]=[C:17]2[C:12]([C:13]([NH:44][C:41]3[CH:40]=[C:39]([CH3:38])[NH:43][N:42]=3)=[N:14][C:15]([C:19]([C:21]3[CH:26]=[CH:25][C:24]([F:27])=[CH:23][CH:22]=3)=[O:20])=[N:16]2)=[CH:11][CH:10]=1)[C:2]1[CH:7]=[CH:6][CH:5]=[CH:4][CH:3]=1. The yield is 0.830. (4) The reactants are [Mg].[F:2][C:3]([F:12])([F:11])[C:4]1[CH:9]=[CH:8][C:7](Br)=[CH:6][CH:5]=1.C([O:16][B:17](OC(C)C)[O:18]C(C)C)(C)C.Cl. The catalyst is CCOCC.C1COCC1.CCOCC. The product is [F:2][C:3]([F:12])([F:11])[C:4]1[CH:9]=[CH:8][C:7]([B:17]([OH:18])[OH:16])=[CH:6][CH:5]=1. The yield is 0.350.